Dataset: Forward reaction prediction with 1.9M reactions from USPTO patents (1976-2016). Task: Predict the product of the given reaction. (1) Given the reactants Cl[C:2]1[CH:3]=[C:4]([CH:7]=[CH:8][N:9]=1)[C:5]#[N:6].[CH3:10][Al](C)C.Cl, predict the reaction product. The product is: [CH3:10][C:2]1[CH:3]=[C:4]([CH:7]=[CH:8][N:9]=1)[C:5]#[N:6]. (2) Given the reactants [OH:1][C:2]1[CH:10]=[CH:9][C:5]([C:6]([OH:8])=[O:7])=[CH:4][C:3]=1[C:11]([F:14])([F:13])[F:12].S(=O)(=O)(O)O.[CH3:20]O, predict the reaction product. The product is: [CH3:20][O:7][C:6](=[O:8])[C:5]1[CH:9]=[CH:10][C:2]([OH:1])=[C:3]([C:11]([F:12])([F:13])[F:14])[CH:4]=1. (3) Given the reactants [C:1]1([S:11](Cl)(=[O:13])=[O:12])[C:10]2[C:5](=[CH:6][CH:7]=[CH:8][CH:9]=2)[CH:4]=[CH:3][CH:2]=1.[C:15]1([CH:21]([NH:24][C:25]([C:27]2[CH:28]=[C:29]3[C:33](=[CH:34][CH:35]=2)[NH:32][CH:31]=[CH:30]3)=[O:26])[CH2:22][CH3:23])[CH:20]=[CH:19][CH:18]=[CH:17][CH:16]=1, predict the reaction product. The product is: [C:1]1([S:11]([N:32]2[C:33]3[C:29](=[CH:28][C:27]([C:25]([NH:24][CH:21]([C:15]4[CH:16]=[CH:17][CH:18]=[CH:19][CH:20]=4)[CH2:22][CH3:23])=[O:26])=[CH:35][CH:34]=3)[CH:30]=[CH:31]2)(=[O:13])=[O:12])[C:10]2[C:5](=[CH:6][CH:7]=[CH:8][CH:9]=2)[CH:4]=[CH:3][CH:2]=1. (4) Given the reactants [C:1]([NH:18][C@H:19]([CH2:23][OH:24])[CH2:20][CH2:21][CH3:22])([O:3][CH2:4][CH:5]1[C:17]2[C:12](=[CH:13][CH:14]=[CH:15][CH:16]=2)[C:11]2[C:6]1=[CH:7][CH:8]=[CH:9][CH:10]=2)=[O:2].C(N(CC)CC)C.C(OC(=O)C)C, predict the reaction product. The product is: [CH:7]1[C:6]2[CH:5]([CH2:4][O:3][C:1]([NH:18][C@H:19]([CH:23]=[O:24])[CH2:20][CH2:21][CH3:22])=[O:2])[C:17]3[C:12](=[CH:13][CH:14]=[CH:15][CH:16]=3)[C:11]=2[CH:10]=[CH:9][CH:8]=1.